Task: Predict the reaction yield, written as a fraction of the theoretical maximum amount of product (1.0 means a 100% yield; for example, 0.34 means a 34% yield).. Dataset: Reaction yield outcomes from USPTO patents with 853,638 reactions (1) The reactants are [C:1]([C:4]1[CH:9]=[CH:8][C:7]([S:10]([NH2:13])(=[O:12])=[O:11])=[CH:6][CH:5]=1)(=[O:3])[CH3:2].[CH3:14][O:15][C:16]1[C:23]([C:24]2[S:25][CH:26]=[CH:27][CH:28]=2)=[CH:22][C:19]([CH:20]=O)=[C:18]([O:29][CH2:30][C:31]2[NH:35][N:34]=[N:33][N:32]=2)[CH:17]=1. No catalyst specified. The product is [CH3:14][O:15][C:16]1[C:23]([C:24]2[S:25][CH:26]=[CH:27][CH:28]=2)=[CH:22][C:19](/[CH:20]=[CH:2]/[C:1]([C:4]2[CH:5]=[CH:6][C:7]([S:10]([NH2:13])(=[O:11])=[O:12])=[CH:8][CH:9]=2)=[O:3])=[C:18]([O:29][CH2:30][C:31]2[NH:32][N:33]=[N:34][N:35]=2)[CH:17]=1. The yield is 0.600. (2) The reactants are [CH:1]1([C:5]2[C:14]([C:15]#[CH:16])=[CH:13][C:8]([C:9]([O:11][CH3:12])=[O:10])=[C:7]([CH3:17])[CH:6]=2)[CH2:4][CH2:3][CH2:2]1.CCOC(C)=O.O.[Si]([N:29]=[N+:30]=[N-:31])(C)(C)C. No catalyst specified. The product is [CH:1]1([C:5]2[C:14]([C:15]3[CH:16]=[N:31][NH:30][N:29]=3)=[CH:13][C:8]([C:9]([O:11][CH3:12])=[O:10])=[C:7]([CH3:17])[CH:6]=2)[CH2:2][CH2:3][CH2:4]1. The yield is 0.490. (3) The reactants are [CH3:1][O:2][C:3](=[O:45])[NH:4][CH:5]([C:19](=[O:44])[NH:20][CH2:21][CH2:22][CH2:23][CH2:24][CH:25]([N:28]([S:33]([C:36]1[CH:41]=[CH:40][C:39]([NH2:42])=[C:38]([F:43])[CH:37]=1)(=[O:35])=[O:34])[CH2:29][CH:30]([CH3:32])[CH3:31])[CH2:26][OH:27])[CH:6]([C:13]1[CH:18]=[CH:17][CH:16]=[CH:15][CH:14]=1)[C:7]1[CH:12]=[CH:11][CH:10]=[CH:9][CH:8]=1.COC(=O)N[C@H](C(=O)NCCCC[C@H:70](N(S(C1C=CC(N)=CC=1)(=O)=O)CC(C)C)[CH2:71][O:72][P:73]([OH:76])([OH:75])=O)C(C1C=CC=CC=1)C1C=CC=CC=1.[B-](F)(F)(F)F.[B-](F)(F)(F)F.[CH2:104]1[N+]2(CCl)CC[N+](F)(CC2)[CH2:105]1. The catalyst is CC#N. The product is [CH3:1][O:2][C:3](=[O:45])[NH:4][C@H:5]([C:19](=[O:44])[NH:20][CH2:21][CH2:22][CH2:23][CH2:24][C@H:25]([N:28]([S:33]([C:36]1[CH:41]=[CH:40][C:39]([NH2:42])=[C:38]([F:43])[CH:37]=1)(=[O:34])=[O:35])[CH2:29][CH:30]([CH3:32])[CH3:31])[CH2:26][O:27][P:73]([O:72][CH2:71][CH3:70])([O:75][CH2:104][CH3:105])=[O:76])[CH:6]([C:7]1[CH:8]=[CH:9][CH:10]=[CH:11][CH:12]=1)[C:13]1[CH:18]=[CH:17][CH:16]=[CH:15][CH:14]=1. The yield is 0.480.